From a dataset of Peptide-MHC class I binding affinity with 185,985 pairs from IEDB/IMGT. Regression. Given a peptide amino acid sequence and an MHC pseudo amino acid sequence, predict their binding affinity value. This is MHC class I binding data. (1) The peptide sequence is YTGDFDSVP. The MHC is Patr-B0101 with pseudo-sequence Patr-B0101. The binding affinity (normalized) is 0. (2) The peptide sequence is WLGHPDKFVGI. The MHC is HLA-A02:01 with pseudo-sequence HLA-A02:01. The binding affinity (normalized) is 0.0641. (3) The peptide sequence is YDAPGWLIW. The MHC is HLA-A26:01 with pseudo-sequence HLA-A26:01. The binding affinity (normalized) is 0.213. (4) The MHC is HLA-B40:01 with pseudo-sequence HLA-B40:01. The peptide sequence is VVISKKDTY. The binding affinity (normalized) is 0.0847. (5) The peptide sequence is MLKLRVDVF. The MHC is HLA-A31:01 with pseudo-sequence HLA-A31:01. The binding affinity (normalized) is 0.0847. (6) The peptide sequence is GMYGHPFAL. The MHC is BoLA-JSP.1 with pseudo-sequence BoLA-JSP.1. The binding affinity (normalized) is 0.661. (7) The peptide sequence is GEGGGNSSWPW. The MHC is Mamu-A11 with pseudo-sequence Mamu-A11. The binding affinity (normalized) is 0.347.